This data is from Forward reaction prediction with 1.9M reactions from USPTO patents (1976-2016). The task is: Predict the product of the given reaction. (1) The product is: [Cl:1][C:2]1[CH:3]=[CH:4][C:5]([C@H:8]2[C@@H:12]([C:13]3[CH:18]=[CH:17][C:16]([Cl:19])=[CH:15][CH:14]=3)[N:11]([C:20]([N:42]3[CH2:41][CH2:40][N:39]([CH2:38][C:37]([N:36]([CH3:46])[CH3:35])=[O:45])[CH2:44][CH2:43]3)=[O:21])[C:10]([C:23]3[CH:28]=[CH:27][C:26]([O:29][CH3:30])=[CH:25][C:24]=3[O:31][CH:32]([CH3:33])[CH3:34])=[N:9]2)=[CH:6][CH:7]=1. Given the reactants [Cl:1][C:2]1[CH:7]=[CH:6][C:5]([C@H:8]2[C@@H:12]([C:13]3[CH:18]=[CH:17][C:16]([Cl:19])=[CH:15][CH:14]=3)[N:11]([C:20](Cl)=[O:21])[C:10]([C:23]3[CH:28]=[CH:27][C:26]([O:29][CH3:30])=[CH:25][C:24]=3[O:31][CH:32]([CH3:34])[CH3:33])=[N:9]2)=[CH:4][CH:3]=1.[CH3:35][N:36]([CH3:46])[C:37](=[O:45])[CH2:38][N:39]1[CH2:44][CH2:43][NH:42][CH2:41][CH2:40]1, predict the reaction product. (2) Given the reactants [CH3:1][C:2]1[C:7](B2OC(C)(C)C(C)(C)O2)=[CH:6][CH:5]=[CH:4][C:3]=1[NH2:17].Cl[C:19]1[N:20]=[C:21]([N:28]2[CH2:33][CH2:32][O:31][CH2:30][CH2:29]2)[C:22]2[S:27][CH:26]=[CH:25][C:23]=2[N:24]=1, predict the reaction product. The product is: [CH3:1][C:2]1[C:7]([C:19]2[N:20]=[C:21]([N:28]3[CH2:33][CH2:32][O:31][CH2:30][CH2:29]3)[C:22]3[S:27][CH:26]=[CH:25][C:23]=3[N:24]=2)=[CH:6][CH:5]=[CH:4][C:3]=1[NH2:17].